This data is from Forward reaction prediction with 1.9M reactions from USPTO patents (1976-2016). The task is: Predict the product of the given reaction. (1) Given the reactants [NH2:1][C:2]1[CH:7]=[CH:6][CH:5]=[CH:4][C:3]=1[NH:8][C:9]1[N:14]=[CH:13][N:12]=[C:11]([N:15]([CH3:31])[C:16]([NH:18][C:19]2[C:24]([Cl:25])=[C:23]([O:26][CH3:27])[CH:22]=[C:21]([O:28][CH3:29])[C:20]=2[Cl:30])=[O:17])[CH:10]=1.C(N(CC)CC)C.[Cl:39]/[CH:40]=[CH:41]/[C:42](O)=[O:43].C(Cl)Cl.C(P1(=O)OP(=O)(CCC)OP(=O)(CCC)O1)CC, predict the reaction product. The product is: [Cl:39]/[CH:40]=[CH:41]/[C:42]([NH:1][C:2]1[CH:7]=[CH:6][CH:5]=[CH:4][C:3]=1[NH:8][C:9]1[CH:10]=[C:11]([N:15]([CH3:31])[C:16]([NH:18][C:19]2[C:20]([Cl:30])=[C:21]([O:28][CH3:29])[CH:22]=[C:23]([O:26][CH3:27])[C:24]=2[Cl:25])=[O:17])[N:12]=[CH:13][N:14]=1)=[O:43]. (2) Given the reactants [NH2:1][C:2]1[CH:7]=[CH:6][C:5]([CH2:8][C@H:9]([NH:13][C:14]([O:16][C:17]([CH3:20])([CH3:19])[CH3:18])=[O:15])[C:10]([OH:12])=O)=[CH:4][CH:3]=1.Cl.[NH2:22][CH2:23][CH:24]1[CH2:29][CH2:28][CH:27]([C:30]([O:32][CH3:33])=[O:31])[CH2:26][CH2:25]1.Cl.CN(C)CCCN=C=NCC.O.ON1C2C=CC=CC=2N=N1.C(N(CC)CC)C, predict the reaction product. The product is: [NH2:1][C:2]1[CH:3]=[CH:4][C:5]([CH2:8][C@H:9]([NH:13][C:14]([O:16][C:17]([CH3:20])([CH3:19])[CH3:18])=[O:15])[C:10]([NH:22][CH2:23][CH:24]2[CH2:25][CH2:26][CH:27]([C:30]([O:32][CH3:33])=[O:31])[CH2:28][CH2:29]2)=[O:12])=[CH:6][CH:7]=1. (3) Given the reactants [CH3:1][O:2][C:3](=[O:12])[CH2:4][C:5]1[CH:10]=[CH:9][C:8]([OH:11])=[CH:7][CH:6]=1.C1(B(O)O)C=CC=CC=1.[CH3:22][C:23]([CH3:27])=[CH:24][CH:25]=O.C1(O)C=CC=CC=1, predict the reaction product. The product is: [CH3:1][O:2][C:3](=[O:12])[CH2:4][C:5]1[CH:6]=[C:7]2[C:8](=[CH:9][CH:10]=1)[O:11][C:23]([CH3:27])([CH3:22])[CH:24]=[CH:25]2. (4) Given the reactants [CH3:1][C@@H:2]1[CH2:30][O:29][C@@:5]2([O:9][C@H:8]3[CH2:10][C@H:11]4[C@@H:16]5[CH2:17][CH2:18][C@@H:19]6[CH2:24][C@@H:23]([OH:25])[CH2:22][CH2:21][C@:20]6([CH3:26])[C@H:15]5[CH2:14][CH2:13][C@:12]4([CH3:27])[C@H:7]3[C@@H:6]2[CH3:28])[CH2:4][CH2:3]1.C([O:39][C@@H:40]1[C@@H:45]([O:46]C(=O)C2C=CC=CC=2)[C@H:44]([O:55]C(=O)C2C=CC=CC=2)[C@@H:43]([CH2:64][O:65]C(=O)C2C=CC=CC=2)[O:42][C@@H:41]1Br)(=O)C1C=CC=CC=1, predict the reaction product. The product is: [CH3:1][C@@H:2]1[CH2:30][O:29][C@@:5]2([O:9][C@H:8]3[CH2:10][C@H:11]4[C@@H:16]5[CH2:17][CH2:18][C@@H:19]6[CH2:24][C@@H:23]([O:25][C@@H:41]7[O:42][C@H:43]([CH2:64][OH:65])[C@@H:44]([OH:55])[C@H:45]([OH:46])[C@H:40]7[OH:39])[CH2:22][CH2:21][C@:20]6([CH3:26])[C@H:15]5[CH2:14][CH2:13][C@:12]4([CH3:27])[C@H:7]3[C@@H:6]2[CH3:28])[CH2:4][CH2:3]1. (5) Given the reactants [C:1]([O:5][C:6]([N:8]1[CH2:13][CH2:12][NH:11][C@H:10]([C:14]([OH:16])=[O:15])[CH2:9]1)=[O:7])([CH3:4])([CH3:3])[CH3:2].C([O-])([O-])=O.[Na+].[Na+].[C:23](Cl)([O:25][CH2:26][CH:27]1[C:39]2[C:34](=[CH:35][CH:36]=[CH:37][CH:38]=2)[C:33]2[C:28]1=[CH:29][CH:30]=[CH:31][CH:32]=2)=[O:24], predict the reaction product. The product is: [CH:38]1[C:39]2[CH:27]([CH2:26][O:25][C:23]([N:11]3[CH2:12][CH2:13][N:8]([C:6]([O:5][C:1]([CH3:4])([CH3:2])[CH3:3])=[O:7])[CH2:9][C@H:10]3[C:14]([OH:16])=[O:15])=[O:24])[C:28]3[C:33](=[CH:32][CH:31]=[CH:30][CH:29]=3)[C:34]=2[CH:35]=[CH:36][CH:37]=1. (6) Given the reactants [CH3:1][O:2][C:3](Cl)=[O:4].[NH2:6][C@H:7]([C:11]([OH:13])=[O:12])[CH:8]([CH3:10])[CH3:9], predict the reaction product. The product is: [CH3:1][O:2][C:3]([NH:6][C@H:7]([C:11]([OH:13])=[O:12])[CH:8]([CH3:10])[CH3:9])=[O:4]. (7) Given the reactants [CH3:1][O:2][C:3]1[CH:4]=[CH:5][C:6]2[C:12](=[O:13])[CH2:11][CH2:10][CH2:9][CH2:8][C:7]=2[CH:14]=1.Br[C:16]1[CH:21]=[CH:20][C:19]([S:22]([CH3:25])(=[O:24])=[O:23])=[CH:18][CH:17]=1, predict the reaction product. The product is: [S:22]([C:19]1[CH:20]=[CH:21][C:16]([CH:11]2[CH2:10][CH2:9][CH2:8][C:7]3[CH:14]=[C:3]([O:2][CH3:1])[CH:4]=[CH:5][C:6]=3[C:12]2=[O:13])=[CH:17][CH:18]=1)([CH3:25])(=[O:24])=[O:23].